Task: Predict the product of the given reaction.. Dataset: Forward reaction prediction with 1.9M reactions from USPTO patents (1976-2016) The product is: [CH3:1][O:2][C:3]([C:5]1[N:6]([CH2:23][C:24]2[CH:29]=[C:28]([O:30][CH3:31])[CH:27]=[C:26]([O:32][CH3:33])[CH:25]=2)[C:7](=[O:22])[C:8]2[C:13]([C:14]=1[C:15]1[CH:16]=[CH:17][CH:18]=[CH:19][CH:20]=1)=[CH:12][CH:11]=[CH:10][CH:9]=2)=[O:4]. Given the reactants [CH3:1][O:2][C:3]([C:5]1[N:6]([CH2:23][C:24]2[CH:29]=[C:28]([O:30][CH3:31])[CH:27]=[C:26]([O:32][CH3:33])[CH:25]=2)[C:7](=[O:22])[C:8]2[C:13]([C:14]=1[C:15]1[CH:20]=[CH:19][CH:18]=[CH:17][CH:16]=1)=[CH:12][C:11](Br)=[CH:10][CH:9]=2)=[O:4].[H][H], predict the reaction product.